Dataset: Full USPTO retrosynthesis dataset with 1.9M reactions from patents (1976-2016). Task: Predict the reactants needed to synthesize the given product. (1) Given the product [CH2:3]=[C:11]1[CH2:15][N:14]([C:16]([O:18][C:19]([CH3:22])([CH3:21])[CH3:20])=[O:17])[C@H:13]([C:23]([O:25][CH3:26])=[O:24])[CH2:12]1, predict the reactants needed to synthesize it. The reactants are: P(=O)([O-])O[CH2:3]C#N.[H-].[Na+].O=[C:11]1[CH2:15][N:14]([C:16]([O:18][C:19]([CH3:22])([CH3:21])[CH3:20])=[O:17])[C@H:13]([C:23]([O:25][CH3:26])=[O:24])[CH2:12]1.[Cl-].[NH4+]. (2) Given the product [CH:1]1[C:10]2[C:5](=[CH:6][CH:7]=[CH:8][CH:9]=2)[CH:4]=[CH:3][C:2]=1[C:11]1[CH:18]=[CH:17][CH:16]=[CH:15][C:12]=1[CH2:13][N:22]1[CH:23]=[CH:24][CH:25]=[C:26]([C:27]([O:29][CH3:30])=[O:28])[C:21]1=[O:20], predict the reactants needed to synthesize it. The reactants are: [CH:1]1[C:10]2[C:5](=[CH:6][CH:7]=[CH:8][CH:9]=2)[CH:4]=[CH:3][C:2]=1[C:11]1[CH:18]=[CH:17][CH:16]=[CH:15][C:12]=1[CH2:13]Cl.Cl.[O:20]=[C:21]1[C:26]([C:27]([O:29][CH3:30])=[O:28])=[CH:25][CH:24]=[CH:23][NH:22]1.[H-].[Na+]. (3) Given the product [Cl:1][C:2]1[C:7]([Cl:8])=[C:6]([CH2:9][S:28][C:26]2[N:25]=[C:24]([OH:29])[CH:23]=[C:22]([CH3:21])[N:27]=2)[CH:5]=[CH:4][N:3]=1, predict the reactants needed to synthesize it. The reactants are: [Cl:1][C:2]1[C:7]([Cl:8])=[C:6]([CH2:9]O)[CH:5]=[CH:4][N:3]=1.BrCC1C=CN=C(Cl)C=1Cl.[CH3:21][C:22]1[N:27]=[C:26]([SH:28])[N:25]=[C:24]([OH:29])[CH:23]=1. (4) Given the product [OH:39][CH2:38][C:36]1[O:35][N:34]=[C:33]([C:29]2[CH:28]=[C:27]([C:26]3[CH2:25][C:24](=[O:47])[NH:23][C:9]4[CH:10]=[C:11]([C:19]([F:21])([F:22])[F:20])[C:12]([N:14]5[CH2:15][CH2:16][CH2:17][CH2:18]5)=[CH:13][C:8]=4[N:7]=3)[CH:32]=[CH:31][CH:30]=2)[CH:37]=1, predict the reactants needed to synthesize it. The reactants are: C(OC(=O)[NH:7][C:8]1[CH:13]=[C:12]([N:14]2[CH2:18][CH2:17][CH2:16][CH2:15]2)[C:11]([C:19]([F:22])([F:21])[F:20])=[CH:10][C:9]=1[NH:23][C:24](=[O:47])[CH2:25][C:26](=O)[C:27]1[CH:32]=[CH:31][CH:30]=[C:29]([C:33]2[CH:37]=[C:36]([CH2:38][O:39]C3CCCCO3)[O:35][N:34]=2)[CH:28]=1)(C)(C)C.C(O)(C(F)(F)F)=O.